Dataset: Catalyst prediction with 721,799 reactions and 888 catalyst types from USPTO. Task: Predict which catalyst facilitates the given reaction. (1) Reactant: C([Li])CCC.[F:6][C:7]1[CH:12]=[C:11](I)[CH:10]=[CH:9][N:8]=1.[B:14](OCCCC)([O:20]CCCC)[O:15]CCCC.[OH-].[Na+]. Product: [F:6][C:7]1[CH:12]=[C:11]([B:14]([OH:20])[OH:15])[CH:10]=[CH:9][N:8]=1. The catalyst class is: 280. (2) The catalyst class is: 51. Reactant: [F:1][C:2]1[C:11]([CH2:12][C:13]([NH:15][NH2:16])=O)=[C:10]([F:17])[CH:9]=[C:8]2[C:3]=1[CH:4]=[C:5]([N:18]1[CH2:23][CH2:22][O:21][CH2:20][CH2:19]1)[CH:6]=[N:7]2.[Cl:24][C:25]1[N:26]=[N:27][C:28](Cl)=[CH:29][CH:30]=1. Product: [Cl:24][C:25]1[CH:30]=[CH:29][C:28]2[N:15]([C:13]([CH2:12][C:11]3[C:2]([F:1])=[C:3]4[C:8](=[CH:9][C:10]=3[F:17])[N:7]=[CH:6][C:5]([N:18]3[CH2:23][CH2:22][O:21][CH2:20][CH2:19]3)=[CH:4]4)=[N:26][N:27]=2)[N:16]=1. (3) Reactant: Cl.[NH2:2][OH:3].N1C=CC=CC=1.[F:10][C:11]1[CH:20]=[CH:19][CH:18]=[C:17]2[C:12]=1[CH:13]=[C:14]([C:22](=O)[CH3:23])[C:15]([CH3:21])=[N:16]2.CCO. Product: [F:10][C:11]1[CH:20]=[CH:19][CH:18]=[C:17]2[C:12]=1[CH:13]=[C:14](/[C:22](=[N:2]/[OH:3])/[CH3:23])[C:15]([CH3:21])=[N:16]2. The catalyst class is: 238. (4) Reactant: [O:1]=[C:2]1[C:6]2([CH2:11][CH2:10][N:9]([C:12]([O:14][C:15]([CH3:18])([CH3:17])[CH3:16])=[O:13])[CH2:8][CH2:7]2)[CH2:5][CH2:4][NH:3]1.FC(F)(F)S(O[C:25]1[CH:26]([CH3:32])[O:27][C:28](=[O:31])[C:29]=1[CH3:30])(=O)=O.CC1(C)C2C(=C(P(C3C=CC=CC=3)C3C=CC=CC=3)C=CC=2)OC2C(P(C3C=CC=CC=3)C3C=CC=CC=3)=CC=CC1=2.O.C(=O)([O-])[O-].[K+].[K+]. Product: [CH3:32][CH:26]1[C:25]([N:3]2[CH2:4][CH2:5][C:6]3([CH2:11][CH2:10][N:9]([C:12]([O:14][C:15]([CH3:18])([CH3:17])[CH3:16])=[O:13])[CH2:8][CH2:7]3)[C:2]2=[O:1])=[C:29]([CH3:30])[C:28](=[O:31])[O:27]1. The catalyst class is: 164. (5) Reactant: [F:1][C:2]1[C:10]([F:11])=[CH:9][CH:8]=[C:7]([O:12][CH2:13][C:14]([CH3:16])=[CH2:15])[C:3]=1[C:4]([OH:6])=[O:5].Cl[CH2:18][C:19]([CH3:21])=[CH2:20].C(=O)([O-])[O-].[K+].[K+]. Product: [F:1][C:2]1[C:10]([F:11])=[CH:9][CH:8]=[C:7]([O:12][CH2:13][C:14]([CH3:16])=[CH2:15])[C:3]=1[C:4]([O:6][CH2:20][C:19]([CH3:21])=[CH2:18])=[O:5]. The catalyst class is: 3. (6) Reactant: [N:1]([C:4]1[C:9]([C:10]([O:12][CH2:13][CH3:14])=[O:11])=[C:8]([C:15]([F:18])([F:17])[F:16])[N:7]=[CH:6][CH:5]=1)=[N+]=[N-]. Product: [NH2:1][C:4]1[C:9]([C:10]([O:12][CH2:13][CH3:14])=[O:11])=[C:8]([C:15]([F:18])([F:16])[F:17])[N:7]=[CH:6][CH:5]=1. The catalyst class is: 178. (7) Reactant: C[O:2][C:3](=[O:25])[C:4]1[CH:9]=[CH:8][CH:7]=[C:6]([CH2:10][N:11]2[CH2:16][CH2:15][N:14]([C:17]3[CH:22]=[CH:21][CH:20]=[C:19]([C:23]#[N:24])[CH:18]=3)[CH2:13][CH2:12]2)[CH:5]=1.[OH-].[Na+]. Product: [C:23]([C:19]1[CH:18]=[C:17]([N:14]2[CH2:13][CH2:12][N:11]([CH2:10][C:6]3[CH:5]=[C:4]([CH:9]=[CH:8][CH:7]=3)[C:3]([OH:25])=[O:2])[CH2:16][CH2:15]2)[CH:22]=[CH:21][CH:20]=1)#[N:24]. The catalyst class is: 36. (8) Reactant: [C:1]([O:5][C:6](=[O:53])[N:7]([C@H:16]([CH2:51][OH:52])[C@@H:17]([O:43][CH2:44][C:45]1[CH:50]=[CH:49][CH:48]=[CH:47][CH:46]=1)[C@@H:18]([N:28]([CH2:36][C:37]1[CH:42]=[CH:41][CH:40]=[CH:39][CH:38]=1)[CH2:29][C:30]1[CH:35]=[CH:34][CH:33]=[CH:32][CH:31]=1)[CH2:19][C:20]1[CH:25]=[C:24]([F:26])[CH:23]=[C:22]([F:27])[CH:21]=1)[CH2:8][C@@H:9](O)[CH2:10][CH2:11][CH:12]([CH3:14])[CH3:13])([CH3:4])([CH3:3])[CH3:2].C(P(CCCC)CCCC)CCC. Product: [C:1]([O:5][C:6]([N:7]1[C@@H:16]([C@@H:17]([O:43][CH2:44][C:45]2[CH:50]=[CH:49][CH:48]=[CH:47][CH:46]=2)[C@@H:18]([N:28]([CH2:36][C:37]2[CH:38]=[CH:39][CH:40]=[CH:41][CH:42]=2)[CH2:29][C:30]2[CH:35]=[CH:34][CH:33]=[CH:32][CH:31]=2)[CH2:19][C:20]2[CH:21]=[C:22]([F:27])[CH:23]=[C:24]([F:26])[CH:25]=2)[CH2:51][O:52][C@@H:9]([CH2:10][CH2:11][CH:12]([CH3:13])[CH3:14])[CH2:8]1)=[O:53])([CH3:3])([CH3:4])[CH3:2]. The catalyst class is: 48. (9) Reactant: [BH4-].[Li+].[C:3]([Si:7]([CH3:26])([CH3:25])[O:8][C@H:9]1[CH2:13][N:12]([C:14]([O:16][C:17]([CH3:20])([CH3:19])[CH3:18])=[O:15])[C@@H:11]([C:21](OC)=[O:22])[CH2:10]1)([CH3:6])([CH3:5])[CH3:4]. Product: [C:3]([Si:7]([CH3:26])([CH3:25])[O:8][C@H:9]1[CH2:13][N:12]([C:14]([O:16][C:17]([CH3:19])([CH3:18])[CH3:20])=[O:15])[C@@H:11]([CH2:21][OH:22])[CH2:10]1)([CH3:6])([CH3:5])[CH3:4]. The catalyst class is: 1. (10) Reactant: CO[N:3]=[CH:4][C:5]1[CH:10]=[CH:9][C:8]([O:11][CH2:12][CH2:13][O:14][CH3:15])=[C:7]([OH:16])[CH:6]=1.Cl. Product: [NH2:3][CH2:4][C:5]1[CH:10]=[CH:9][C:8]([O:11][CH2:12][CH2:13][O:14][CH3:15])=[C:7]([OH:16])[CH:6]=1. The catalyst class is: 50.